From a dataset of Forward reaction prediction with 1.9M reactions from USPTO patents (1976-2016). Predict the product of the given reaction. (1) Given the reactants [Br:1][C:2]1[C:3]([N:12]2[CH2:17][CH2:16][N:15]([CH2:18][C:19]3[CH:24]=[CH:23][N:22]=[CH:21][CH:20]=3)[CH2:14][CH2:13]2)=[C:4]([N+:9]([O-])=O)[C:5]([NH2:8])=[N:6][CH:7]=1.[CH3:25][N:26]([CH3:35])[C:27]1[CH:34]=[CH:33][C:30]([CH:31]=O)=[CH:29][CH:28]=1.[O-]S(S([O-])=O)=O.[Na+].[Na+], predict the reaction product. The product is: [Br:1][C:2]1[C:3]([N:12]2[CH2:17][CH2:16][N:15]([CH2:18][C:19]3[CH:24]=[CH:23][N:22]=[CH:21][CH:20]=3)[CH2:14][CH2:13]2)=[C:4]2[N:9]=[C:31]([C:30]3[CH:33]=[CH:34][C:27]([N:26]([CH3:35])[CH3:25])=[CH:28][CH:29]=3)[NH:8][C:5]2=[N:6][CH:7]=1. (2) Given the reactants C(OC(=O)[NH:7][CH:8]([CH2:16][CH2:17][CH2:18][C:19]1[CH:24]=[CH:23][CH:22]=[CH:21][C:20]=1[CH2:25][Br:26])[CH2:9][C:10]1[CH:15]=[CH:14][CH:13]=[CH:12][CH:11]=1)(C)(C)C.C(O)(C(F)(F)F)=O, predict the reaction product. The product is: [Br:26][CH2:25][C:20]1[CH:21]=[CH:22][CH:23]=[CH:24][C:19]=1[CH2:18][CH2:17][CH2:16][CH:8]([NH2:7])[CH2:9][C:10]1[CH:15]=[CH:14][CH:13]=[CH:12][CH:11]=1. (3) The product is: [F:1][C:2]1[CH:15]=[CH:14][C:5]([O:6][CH2:7][C:8]([OH:10])=[O:9])=[C:4]([CH3:16])[C:3]=1[NH:17][CH2:18][C:19]1[CH:24]=[C:23]([C:25]2[CH:30]=[CH:29][CH:28]=[C:27]([F:31])[CH:26]=2)[CH:22]=[C:21]([CH3:32])[C:20]=1[CH3:33]. Given the reactants [F:1][C:2]1[CH:15]=[CH:14][C:5]([O:6][CH2:7][C:8]([O:10]C(C)C)=[O:9])=[C:4]([CH3:16])[C:3]=1[NH:17][CH2:18][C:19]1[CH:24]=[C:23]([C:25]2[CH:30]=[CH:29][CH:28]=[C:27]([F:31])[CH:26]=2)[CH:22]=[C:21]([CH3:32])[C:20]=1[CH3:33].[OH-].[Na+], predict the reaction product. (4) Given the reactants [CH3:1][O:2][C:3]1[CH:8]=[CH:7][CH:6]=[C:5]([N:9]2[CH2:14][CH2:13][NH:12][CH2:11][CH2:10]2)[C:4]=1[CH2:15][CH2:16][N:17]1[CH2:22][CH2:21][CH:20]([N:23]2[C:31]3[C:26](=[CH:27][CH:28]=[C:29]([C:32]([NH2:34])=[O:33])[CH:30]=3)[CH:25]=[CH:24]2)[CH2:19][CH2:18]1.C=O.[C:37]([BH3-])#N.[Na+].C(=O)(O)[O-].[Na+], predict the reaction product. The product is: [CH3:1][O:2][C:3]1[CH:8]=[CH:7][CH:6]=[C:5]([N:9]2[CH2:10][CH2:11][N:12]([CH3:37])[CH2:13][CH2:14]2)[C:4]=1[CH2:15][CH2:16][N:17]1[CH2:22][CH2:21][CH:20]([N:23]2[C:31]3[C:26](=[CH:27][CH:28]=[C:29]([C:32]([NH2:34])=[O:33])[CH:30]=3)[CH:25]=[CH:24]2)[CH2:19][CH2:18]1. (5) Given the reactants Br[C:2]1[CH:7]=[CH:6][CH:5]=[C:4]([CH2:8][CH2:9][O:10][Si](C(C)(C)C)(C)C)[CH:3]=1.[CH3:18][NH:19][C:20]1[CH:25]=[CH:24][CH:23]=[CH:22][CH:21]=1.CC1(C)C2C(=C(P(C3C=CC=CC=3)C3C=CC=CC=3)C=CC=2)OC2C(P(C3C=CC=CC=3)C3C=CC=CC=3)=CC=CC1=2.CC([O-])(C)C.[Na+], predict the reaction product. The product is: [CH3:18][N:19]([C:20]1[CH:25]=[CH:24][CH:23]=[CH:22][CH:21]=1)[C:2]1[CH:3]=[C:4]([CH2:8][CH2:9][OH:10])[CH:5]=[CH:6][CH:7]=1. (6) Given the reactants Br[C:2]1[CH:3]=[C:4]([CH3:13])[C:5]2[N:6]([C:8]([CH:11]=[O:12])=[CH:9][N:10]=2)[CH:7]=1.[N:14]1[CH:19]=[CH:18][CH:17]=[C:16]([C:18]2[CH:17]=[CH:16][C:15]3[N:14](C(C=O)=CN=3)[CH:19]=2)[CH:15]=1.BrC1C=C(C)C(N)=NC=1, predict the reaction product. The product is: [CH3:13][C:4]1[C:5]2[N:6]([C:8]([CH:11]=[O:12])=[CH:9][N:10]=2)[CH:7]=[C:2]([C:16]2[CH:15]=[N:14][CH:19]=[CH:18][CH:17]=2)[CH:3]=1. (7) Given the reactants [C-:1]#[N:2].[K+].CN(C)[CH2:6][C:7]1[C:15]2[C:10](=[CH:11][CH:12]=[CH:13][C:14]=2[N+:16]([O-:18])=[O:17])[NH:9][CH:8]=1, predict the reaction product. The product is: [N+:16]([C:14]1[CH:13]=[CH:12][CH:11]=[C:10]2[C:15]=1[C:7]([CH2:6][C:1]#[N:2])=[CH:8][NH:9]2)([O-:18])=[O:17]. (8) Given the reactants [CH3:1][O:2][C:3]1[CH:4]=[C:5]2[C:10](=[CH:11][C:12]=1[O:13][CH3:14])[N:9]=[CH:8][N:7]=[C:6]2[O:15][C:16]1[CH:22]=[CH:21][C:19]([NH2:20])=[CH:18][C:17]=1[CH3:23].[F:24][C:25]1[CH:30]=[C:29]([F:31])[CH:28]=[CH:27][C:26]=1[N:32]=[C:33]=[O:34], predict the reaction product. The product is: [F:24][C:25]1[CH:30]=[C:29]([F:31])[CH:28]=[CH:27][C:26]=1[NH:32][C:33]([NH:20][C:19]1[CH:21]=[CH:22][C:16]([O:15][C:6]2[C:5]3[C:10](=[CH:11][C:12]([O:13][CH3:14])=[C:3]([O:2][CH3:1])[CH:4]=3)[N:9]=[CH:8][N:7]=2)=[C:17]([CH3:23])[CH:18]=1)=[O:34].